From a dataset of Reaction yield outcomes from USPTO patents with 853,638 reactions. Predict the reaction yield, written as a fraction of the theoretical maximum amount of product (1.0 means a 100% yield; for example, 0.34 means a 34% yield). The reactants are [Br:1][C:2]1[CH:3]=[C:4]2[C:9](=[CH:10][CH:11]=1)[CH:8]=[C:7]([O:12][CH2:13][CH2:14][N:15]1[CH2:19][CH2:18][NH:17][C:16]1=[O:20])[CH:6]=[CH:5]2.[H-].[Na+].I[CH3:24]. The catalyst is C1COCC1.CN(C=O)C. The product is [Br:1][C:2]1[CH:3]=[C:4]2[C:9](=[CH:10][CH:11]=1)[CH:8]=[C:7]([O:12][CH2:13][CH2:14][N:15]1[CH2:19][CH2:18][N:17]([CH3:24])[C:16]1=[O:20])[CH:6]=[CH:5]2. The yield is 0.940.